From a dataset of Reaction yield outcomes from USPTO patents with 853,638 reactions. Predict the reaction yield, written as a fraction of the theoretical maximum amount of product (1.0 means a 100% yield; for example, 0.34 means a 34% yield). (1) The yield is 0.730. The product is [CH3:1][O:2][C:3](=[O:25])[C:4]([NH:7][C:8]([C:10]1[C:15]([OH:16])=[CH:14][C:13]([C:31]2[CH:30]=[CH:29][CH:28]=[C:27]([Cl:26])[CH:32]=2)=[CH:12][N:11]=1)=[O:9])([CH3:6])[CH3:5]. The catalyst is O1CCOCC1.C1C=CC(P(C2C=CC=CC=2)[C-]2C=CC=C2)=CC=1.C1C=CC(P(C2C=CC=CC=2)[C-]2C=CC=C2)=CC=1.Cl[Pd]Cl.[Fe+2]. The reactants are [CH3:1][O:2][C:3](=[O:25])[C:4]([NH:7][C:8]([C:10]1[C:15]([OH:16])=[CH:14][C:13](OS(C(F)(F)F)(=O)=O)=[CH:12][N:11]=1)=[O:9])([CH3:6])[CH3:5].[Cl:26][C:27]1[CH:28]=[C:29](B(O)O)[CH:30]=[CH:31][CH:32]=1.[O-]P([O-])([O-])=O.[K+].[K+].[K+]. (2) No catalyst specified. The yield is 0.630. The reactants are [C:1]([O:6][CH2:7][CH3:8])(=[O:5])[CH:2]([CH3:4])[CH3:3].[Li+].CC([N-][CH:14]([CH3:16])[CH3:15])C.Br[CH2:18][C:19]1[CH:20]=[C:21]([C:25]([C:27]2[CH:32]=[CH:31][CH:30]=[C:29]([CH2:33]Br)[CH:28]=2)=[O:26])[CH:22]=[CH:23][CH:24]=1.[OH2:35].C1[CH2:40][O:39][CH2:38][CH2:37]1. The product is [CH2:38]([O:39][C:40](=[O:35])[C:14]([CH3:15])([CH3:16])[CH2:18][C:19]1[CH:24]=[CH:23][CH:22]=[C:21]([C:25](=[O:26])[C:27]2[CH:32]=[CH:31][CH:30]=[C:29]([CH2:33][C:2]([C:1]([O:6][CH2:7][CH3:8])=[O:5])([CH3:4])[CH3:3])[CH:28]=2)[CH:20]=1)[CH3:37].